The task is: Predict the reaction yield, written as a fraction of the theoretical maximum amount of product (1.0 means a 100% yield; for example, 0.34 means a 34% yield).. This data is from Reaction yield outcomes from USPTO patents with 853,638 reactions. (1) The reactants are [Br:1][C:2]1[CH:7]=[CH:6][C:5]([OH:8])=[CH:4][C:3]=1[CH:9]([CH3:11])[CH3:10].Cl[Si:13]([C:16]([CH3:19])([CH3:18])[CH3:17])([CH3:15])[CH3:14].N1C=CN=C1. The catalyst is CN(C=O)C.O. The product is [Br:1][C:2]1[CH:7]=[CH:6][C:5]([O:8][Si:13]([C:16]([CH3:19])([CH3:18])[CH3:17])([CH3:15])[CH3:14])=[CH:4][C:3]=1[CH:9]([CH3:11])[CH3:10]. The yield is 0.870. (2) The reactants are [OH:1][C:2]1[CH:11]=[C:10]2[C:5]([CH:6]=[C:7]([C:13]([O:15]CC)=[O:14])[C:8](=[O:12])[O:9]2)=[CH:4][CH:3]=1.[O:18]([C:25]1[CH:26]=[C:27]([CH:30]=[CH:31][CH:32]=1)[CH2:28]Cl)[C:19]1[CH:24]=[CH:23][CH:22]=[CH:21][CH:20]=1.C([O-])([O-])=O.[K+].[K+].O. The catalyst is CN(C=O)C.CCOC(C)=O. The product is [O:18]([C:25]1[CH:26]=[C:27]([CH:30]=[CH:31][CH:32]=1)[CH2:28][O:1][C:2]1[CH:11]=[C:10]2[C:5]([CH:6]=[C:7]([C:13]([OH:15])=[O:14])[C:8](=[O:12])[O:9]2)=[CH:4][CH:3]=1)[C:19]1[CH:20]=[CH:21][CH:22]=[CH:23][CH:24]=1. The yield is 0.670.